From a dataset of CYP2C19 inhibition data for predicting drug metabolism from PubChem BioAssay. Regression/Classification. Given a drug SMILES string, predict its absorption, distribution, metabolism, or excretion properties. Task type varies by dataset: regression for continuous measurements (e.g., permeability, clearance, half-life) or binary classification for categorical outcomes (e.g., BBB penetration, CYP inhibition). Dataset: cyp2c19_veith. The molecule is CCOC(=O)/C(C#N)=C\N(C)C. The result is 0 (non-inhibitor).